From a dataset of Full USPTO retrosynthesis dataset with 1.9M reactions from patents (1976-2016). Predict the reactants needed to synthesize the given product. (1) Given the product [NH2:20][C:4]1[N:3]=[C:2]([NH:8][CH2:11][CH:12]([CH3:17])[CH2:13][CH3:14])[N:10]=[C:9]2[C:5]=1[NH:6][C:7](=[O:18])[N:8]2[CH2:11][CH:12]1[CH2:17][CH2:16][O:15][CH2:14][CH2:13]1, predict the reactants needed to synthesize it. The reactants are: Cl[C:2]1[N:10]=[C:9]2[C:5]([N:6]=[C:7]([O:18]C)[N:8]2[CH2:11][CH:12]2[CH2:17][CH2:16][O:15][CH2:14][CH2:13]2)=[C:4]([NH2:20])[N:3]=1. (2) Given the product [NH2:33][C:4]1[N:3]=[C:2]([NH2:1])[C:7]([C:8]#[N:9])=[C:6]([NH:10][C@H:11]([C:13]2[N:18]=[C:17]3[CH:19]=[CH:20][N:21]([CH3:22])[C:16]3=[CH:15][C:14]=2[N:23]2[CH2:28][CH2:27][O:26][CH2:25][CH2:24]2)[CH3:12])[N:5]=1, predict the reactants needed to synthesize it. The reactants are: [NH2:1][C:2]1[C:7]([C:8]#[N:9])=[C:6]([NH:10][C@H:11]([C:13]2[N:18]=[C:17]3[CH:19]=[CH:20][N:21]([CH3:22])[C:16]3=[CH:15][C:14]=2[N:23]2[CH2:28][CH2:27][O:26][CH2:25][CH2:24]2)[CH3:12])[N:5]=[C:4](S(C)(=O)=O)[N:3]=1.[NH3:33]. (3) Given the product [ClH:67].[NH2:8][CH2:9][C@H:10]1[CH2:15][CH2:14][C@H:13]([C:16]([NH:18][C@@H:19]([CH2:43][C:44]2[CH:45]=[CH:46][C:47]([C:50]3[CH:55]=[CH:54][C:53]([C:56](=[O:65])[NH:57][C@H:58]4[CH2:63][CH2:62][C@H:61]([OH:64])[CH2:60][CH2:59]4)=[C:52]([F:66])[CH:51]=3)=[CH:48][CH:49]=2)[C:20]([NH:22][C:23]2[CH:28]=[CH:27][C:26]([C:29]3[N:33]=[C:32]([C:34]([F:41])([F:42])[C:35]([F:39])([F:40])[C:36]([OH:38])=[O:37])[NH:31][N:30]=3)=[CH:25][CH:24]=2)=[O:21])=[O:17])[CH2:12][CH2:11]1, predict the reactants needed to synthesize it. The reactants are: C(OC([NH:8][CH2:9][C@H:10]1[CH2:15][CH2:14][C@H:13]([C:16]([NH:18][C@@H:19]([CH2:43][C:44]2[CH:49]=[CH:48][C:47]([C:50]3[CH:55]=[CH:54][C:53]([C:56](=[O:65])[NH:57][C@H:58]4[CH2:63][CH2:62][C@H:61]([OH:64])[CH2:60][CH2:59]4)=[C:52]([F:66])[CH:51]=3)=[CH:46][CH:45]=2)[C:20]([NH:22][C:23]2[CH:28]=[CH:27][C:26]([C:29]3[N:33]=[C:32]([C:34]([F:42])([F:41])[C:35]([F:40])([F:39])[C:36]([OH:38])=[O:37])[NH:31][N:30]=3)=[CH:25][CH:24]=2)=[O:21])=[O:17])[CH2:12][CH2:11]1)=O)(C)(C)C.[ClH:67]. (4) Given the product [C:10]([C:9]1[C:3]([O:2][CH3:1])=[C:4]([CH:6]=[CH:7][CH:8]=1)[NH2:5])#[CH:11], predict the reactants needed to synthesize it. The reactants are: [CH3:1][O:2][C:3]1[C:9]([C:10]#[C:11][Si](C)(C)C)=[CH:8][CH:7]=[CH:6][C:4]=1[NH2:5].C(=O)([O-])[O-].[K+].[K+]. (5) Given the product [CH2:1]([O:8][C:9]1[CH:14]=[C:13]([O:15][CH2:16][C:17]2[CH:22]=[CH:21][CH:20]=[CH:19][CH:18]=2)[C:12]([CH:23]([CH3:24])[CH3:25])=[CH:11][C:10]=1[C:26]1[O:30][N:29]=[C:28]([C:31]([NH:32][CH2:33][CH3:34])=[O:35])[C:27]=1[CH:36]1[O:40][N:39]=[C:38]([CH2:41][OH:42])[CH2:37]1)[C:2]1[CH:7]=[CH:6][CH:5]=[CH:4][CH:3]=1, predict the reactants needed to synthesize it. The reactants are: [CH2:1]([O:8][C:9]1[CH:14]=[C:13]([O:15][CH2:16][C:17]2[CH:22]=[CH:21][CH:20]=[CH:19][CH:18]=2)[C:12]([CH:23]([CH3:25])[CH3:24])=[CH:11][C:10]=1[C:26]1[O:30][N:29]=[C:28]([C:31](=[O:35])[NH:32][CH2:33][CH3:34])[C:27]=1[CH:36]1[O:40][N:39]=[C:38]([C:41](OCC)=[O:42])[CH2:37]1)[C:2]1[CH:7]=[CH:6][CH:5]=[CH:4][CH:3]=1.[BH4-].[Li+].O.[Cl-]. (6) Given the product [CH:19]([N:32]1[CH2:35][CH:34]([N:36]2[CH2:41][CH2:40][N:39]([C:2]3[N:7]=[C:6]4[N:8]([C:13]5[CH:18]=[CH:17][CH:16]=[CH:15][CH:14]=5)[N:9]=[C:10]([CH2:11][CH3:12])[C:5]4=[CH:4][N:3]=3)[CH2:38][CH2:37]2)[CH2:33]1)([C:20]1[CH:21]=[CH:22][CH:23]=[CH:24][CH:25]=1)[C:26]1[CH:27]=[CH:28][CH:29]=[CH:30][CH:31]=1, predict the reactants needed to synthesize it. The reactants are: Cl[C:2]1[N:7]=[C:6]2[N:8]([C:13]3[CH:18]=[CH:17][CH:16]=[CH:15][CH:14]=3)[N:9]=[C:10]([CH2:11][CH3:12])[C:5]2=[CH:4][N:3]=1.[CH:19]([N:32]1[CH2:35][CH:34]([N:36]2[CH2:41][CH2:40][NH:39][CH2:38][CH2:37]2)[CH2:33]1)([C:26]1[CH:31]=[CH:30][CH:29]=[CH:28][CH:27]=1)[C:20]1[CH:25]=[CH:24][CH:23]=[CH:22][CH:21]=1.C(N(CC)CC)C. (7) Given the product [Cl:1][C:2]1[C:7]([F:8])=[CH:6][CH:5]=[C:4]([Cl:9])[C:3]=1[CH:10]=[O:11], predict the reactants needed to synthesize it. The reactants are: [Cl:1][C:2]1[C:7]([F:8])=[CH:6][CH:5]=[C:4]([Cl:9])[C:3]=1[CH2:10][OH:11].[Br-].[Na+].CC1(C)N([O])C(C)(C)CCC1.Cl[O-].[Na+].C(=O)(O)[O-].[Na+]. (8) Given the product [NH3:2].[F:48][C:49]1[C:56]([OH:57])=[CH:55][CH:54]=[CH:53][C:50]=1[CH2:51][N:2]([CH3:1])[CH2:3][CH2:4][CH2:5][CH2:6][CH2:7][CH2:8][CH2:9][CH2:10][CH2:11][N:12]1[CH2:13][CH2:14][CH:15]([O:18][C:19](=[O:33])[NH:20][C:21]2[CH:26]=[CH:25][CH:24]=[CH:23][C:22]=2[C:27]2[CH:28]=[CH:29][CH:30]=[CH:31][CH:32]=2)[CH2:16][CH2:17]1, predict the reactants needed to synthesize it. The reactants are: [CH3:1][NH:2][CH2:3][CH2:4][CH2:5][CH2:6][CH2:7][CH2:8][CH2:9][CH2:10][CH2:11][N:12]1[CH2:17][CH2:16][CH:15]([O:18][C:19](=[O:33])[NH:20][C:21]2[CH:26]=[CH:25][CH:24]=[CH:23][C:22]=2[C:27]2[CH:32]=[CH:31][CH:30]=[CH:29][CH:28]=2)[CH2:14][CH2:13]1.C1(N)C(F)=C(F)C(F)=C(N)C=1F.Cl.Cl.[F:48][C:49]1[C:56]([OH:57])=[CH:55][CH:54]=[CH:53][C:50]=1[CH:51]=O. (9) Given the product [CH2:1]([O:3][C:4]([CH:5]1[CH2:16][CH:18]([S:20]([C:23]2[CH:28]=[CH:27][CH:26]=[CH:25][C:24]=2[C:29]([F:30])([F:32])[F:31])(=[O:21])=[O:22])[CH2:19][N:6]1[C:7]1[CH:12]=[CH:11][CH:10]=[C:9]([C:13]#[N:14])[CH:8]=1)=[O:15])[CH3:2], predict the reactants needed to synthesize it. The reactants are: [CH2:1]([O:3][C:4](=[O:15])[CH2:5][NH:6][C:7]1[CH:12]=[CH:11][CH:10]=[C:9]([C:13]#[N:14])[CH:8]=1)[CH3:2].[CH2:16]=O.[CH:18]([S:20]([C:23]1[CH:28]=[CH:27][CH:26]=[CH:25][C:24]=1[C:29]([F:32])([F:31])[F:30])(=[O:22])=[O:21])=[CH2:19].